Dataset: Full USPTO retrosynthesis dataset with 1.9M reactions from patents (1976-2016). Task: Predict the reactants needed to synthesize the given product. (1) Given the product [C:4]([Si:1]([CH3:2])([CH3:3])[O:8][C@@H:9]1[CH2:10][O:11][C@@H:12]2[CH:16]([CH2:17][C:18]#[CH:21])[CH2:15][O:14][C@H:13]12)([CH3:5])([CH3:7])[CH3:6], predict the reactants needed to synthesize it. The reactants are: [Si:1]([O:8][C@H:9]1[C@H:13]2[O:14][CH2:15][CH:16]([CH2:17][CH2:18]O)[C@H:12]2[O:11][CH2:10]1)([C:4]([CH3:7])([CH3:6])[CH3:5])([CH3:3])[CH3:2].[Li][CH2:21]CCC. (2) Given the product [NH:11]1[C:15]2[CH:16]=[CH:17][CH:18]=[CH:19][C:14]=2[N:13]=[C:12]1[S:20][CH2:21][C:22]([N:6]1[CH2:7][CH2:8][CH2:9][C@H:5]1[C:4]([O:3][CH3:2])=[O:10])=[O:23], predict the reactants needed to synthesize it. The reactants are: Cl.[CH3:2][O:3][C:4](=[O:10])[C@@H:5]1[CH2:9][CH2:8][CH2:7][NH:6]1.[N:11]1[C:15]2[CH:16]=[CH:17][CH:18]=[CH:19][C:14]=2[NH:13][C:12]=1[S:20][CH2:21][C:22](O)=[O:23].C(N(CC)CC)C.C(Cl)CCl.C1C=CC2N(O)N=NC=2C=1. (3) Given the product [F:15][C:14]([F:17])([F:16])[C:13]([C:6]1[C:7]([CH3:12])=[N:8][C:9]2[C:4]([C:5]=1[C:19]1[CH:24]=[CH:23][CH:22]=[CH:21][CH:20]=1)=[CH:3][C:2]([N:25]1[CH2:28][CH:27]([OH:29])[CH2:26]1)=[CH:11][CH:10]=2)=[O:18], predict the reactants needed to synthesize it. The reactants are: Br[C:2]1[CH:3]=[C:4]2[C:9](=[CH:10][CH:11]=1)[N:8]=[C:7]([CH3:12])[C:6]([C:13](=[O:18])[C:14]([F:17])([F:16])[F:15])=[C:5]2[C:19]1[CH:24]=[CH:23][CH:22]=[CH:21][CH:20]=1.[NH:25]1[CH2:28][CH:27]([OH:29])[CH2:26]1. (4) Given the product [F:41][C:2]([F:1])([F:40])[C:3]1[CH:4]=[C:5]([CH:33]=[C:34]([C:36]([F:37])([F:38])[F:39])[CH:35]=1)[CH2:6][N:7]([CH2:14][C:15]1[CH:20]=[C:19]([C:21]([F:24])([F:23])[F:22])[CH:18]=[CH:17][C:16]=1[C@H:25]([CH:27]1[CH2:32][CH2:31][CH2:30][CH2:29][CH2:28]1)[O:26][CH3:44])[C:8]1[N:9]=[N:10][N:11]([CH3:13])[N:12]=1, predict the reactants needed to synthesize it. The reactants are: [F:1][C:2]([F:41])([F:40])[C:3]1[CH:4]=[C:5]([CH:33]=[C:34]([C:36]([F:39])([F:38])[F:37])[CH:35]=1)[CH2:6][N:7]([CH2:14][C:15]1[CH:20]=[C:19]([C:21]([F:24])([F:23])[F:22])[CH:18]=[CH:17][C:16]=1[C@H:25]([CH:27]1[CH2:32][CH2:31][CH2:30][CH2:29][CH2:28]1)[OH:26])[C:8]1[N:9]=[N:10][N:11]([CH3:13])[N:12]=1.[H-].[Na+].[CH3:44]I.O. (5) Given the product [CH2:1]([N:5]1[C:9](=[O:10])[C:8]([NH:20][C:21]2[N:25]=[CH:24][NH:23][N:22]=2)=[C:7]([C:12]2[CH:17]=[CH:16][CH:15]=[CH:14][CH:13]=2)[S:6]1(=[O:19])=[O:18])[CH2:2][CH2:3][CH3:4], predict the reactants needed to synthesize it. The reactants are: [CH2:1]([N:5]1[C:9](=[O:10])[C:8](Cl)=[C:7]([C:12]2[CH:17]=[CH:16][CH:15]=[CH:14][CH:13]=2)[S:6]1(=[O:19])=[O:18])[CH2:2][CH2:3][CH3:4].[NH2:20][C:21]1[N:25]=[CH:24][NH:23][N:22]=1. (6) Given the product [Cl:17][C:18]1[CH:23]=[CH:22][CH:21]=[CH:20][C:19]=1[N:24]1[C:10]([C:11]([O:13][CH3:14])=[O:12])=[CH:9][C:8]([C:6]2[CH:5]=[CH:4][N:3]=[C:2]([Cl:1])[CH:7]=2)=[N:25]1, predict the reactants needed to synthesize it. The reactants are: [Cl:1][C:2]1[CH:7]=[C:6]([C:8](=O)[CH2:9][C:10](=O)[C:11]([O:13][CH3:14])=[O:12])[CH:5]=[CH:4][N:3]=1.[Cl:17][C:18]1[CH:23]=[CH:22][CH:21]=[CH:20][C:19]=1[NH:24][NH2:25]. (7) Given the product [ClH:100].[ClH:100].[ClH:100].[F:97][C:94]([F:95])([F:96])[C:92]1[CH:91]=[C:5]([CH:4]=[C:3]([C:2]([F:1])([F:98])[F:99])[CH:93]=1)[C:6]([N:8]1[CH2:12][C@@:11]([CH2:20][CH2:21][N:22]2[CH2:23][CH2:24][C:25]3([C:35]4[C:30](=[CH:31][CH:32]=[CH:33][CH:34]=4)[CH2:29][C@@H:28]3[O:36][CH2:37][C:38]([N:40]([CH3:90])[CH2:41][CH2:42][CH2:43][N:44]([CH3:89])[C:45]([C:47]3[CH:48]=[C:49]([CH:86]=[CH:87][CH:88]=3)[CH2:50][N:51]([CH3:85])[CH2:52][CH2:53][CH2:54][CH2:55][CH2:56][C:57]([N:59]([CH3:84])[CH2:60][CH2:61][N:62]3[CH2:67][CH2:66][CH:65]([N:68]([C:72]4[CH:77]=[CH:76][CH:75]=[CH:74][C:73]=4[C:78]4[CH:79]=[CH:80][CH:81]=[CH:82][CH:83]=4)[C:69](=[O:70])[OH:71])[CH2:64][CH2:63]3)=[O:58])=[O:46])=[O:39])[CH2:26][CH2:27]2)([C:13]2[CH:14]=[CH:15][C:16]([F:19])=[CH:17][CH:18]=2)[O:10][CH2:9]1)=[O:7], predict the reactants needed to synthesize it. The reactants are: [F:1][C:2]([F:99])([F:98])[C:3]1[CH:4]=[C:5]([CH:91]=[C:92]([C:94]([F:97])([F:96])[F:95])[CH:93]=1)[C:6]([N:8]1[CH2:12][C@@:11]([CH2:20][CH2:21][N:22]2[CH2:27][CH2:26][C:25]3([C:35]4[C:30](=[CH:31][CH:32]=[CH:33][CH:34]=4)[CH2:29][C@@H:28]3[O:36][CH2:37][C:38]([N:40]([CH3:90])[CH2:41][CH2:42][CH2:43][N:44]([CH3:89])[C:45]([C:47]3[CH:48]=[C:49]([CH:86]=[CH:87][CH:88]=3)[CH2:50][N:51]([CH3:85])[CH2:52][CH2:53][CH2:54][CH2:55][CH2:56][C:57]([N:59]([CH3:84])[CH2:60][CH2:61][N:62]3[CH2:67][CH2:66][CH:65]([N:68]([C:72]4[CH:77]=[CH:76][CH:75]=[CH:74][C:73]=4[C:78]4[CH:83]=[CH:82][CH:81]=[CH:80][CH:79]=4)[C:69](=[O:71])[O-:70])[CH2:64][CH2:63]3)=[O:58])=[O:46])=[O:39])[CH2:24][CH2:23]2)([C:13]2[CH:18]=[CH:17][C:16]([F:19])=[CH:15][CH:14]=2)[O:10][CH2:9]1)=[O:7].[ClH:100].O1CCOCC1.